From a dataset of Catalyst prediction with 721,799 reactions and 888 catalyst types from USPTO. Predict which catalyst facilitates the given reaction. (1) Reactant: [F:1][C:2]1[CH:7]=[CH:6][C:5]([C:8]2[O:9][CH:10]=[C:11]([CH:13]3[CH2:18][CH2:17][NH:16][CH2:15][CH2:14]3)[N:12]=2)=[CH:4][CH:3]=1.CCN(C(C)C)C(C)C.[CH3:28][S:29](Cl)(=[O:31])=[O:30].O. Product: [F:1][C:2]1[CH:7]=[CH:6][C:5]([C:8]2[O:9][CH:10]=[C:11]([CH:13]3[CH2:18][CH2:17][N:16]([S:29]([CH3:28])(=[O:31])=[O:30])[CH2:15][CH2:14]3)[N:12]=2)=[CH:4][CH:3]=1. The catalyst class is: 2. (2) Reactant: [CH3:1][O:2][C:3](=[O:12])[CH2:4][C:5]1[CH:10]=[CH:9][CH:8]=[C:7]([OH:11])[CH:6]=1.[Br:13][C:14]1[CH:15]=[CH:16][C:17](F)=[C:18]([CH:21]=1)[CH:19]=[O:20].C(=O)([O-])[O-].[K+].[K+]. Product: [CH3:1][O:2][C:3](=[O:12])[CH2:4][C:5]1[CH:10]=[CH:9][CH:8]=[C:7]([O:11][C:17]2[CH:16]=[CH:15][C:14]([Br:13])=[CH:21][C:18]=2[CH:19]=[O:20])[CH:6]=1. The catalyst class is: 12. (3) Reactant: [NH:1]1[CH2:5][C:4](=[O:6])[NH:3][C:2]1=[O:7].[CH2:8]([O:15][CH2:16][CH2:17][CH2:18]O)[C:9]1[CH:14]=[CH:13][CH:12]=[CH:11][CH:10]=1.C1(P(C2C=CC=CC=2)C2C=CC=CC=2)C=CC=CC=1.N(C(OC(C)C)=O)=NC(OC(C)C)=O. Product: [CH2:8]([O:15][CH2:16][CH2:17][CH2:18][N:3]1[C:4](=[O:6])[CH2:5][NH:1][C:2]1=[O:7])[C:9]1[CH:14]=[CH:13][CH:12]=[CH:11][CH:10]=1. The catalyst class is: 2. (4) The catalyst class is: 11. Reactant: [C:1]1(B(O)O)[CH:6]=[CH:5][CH:4]=[CH:3][CH:2]=1.[Zn](CC)CC.CN([C@@H](C1C2C(=CC=CC=2)C=CC=1)C1C2C(=CC=CC=2)C=CC=1O)[C@H](C1C=CC=CC=1)C.[Cl:47][C:48]1[CH:55]=[CH:54][CH:53]=[CH:52][C:49]=1[CH:50]=[O:51]. Product: [Cl:47][C:48]1[CH:55]=[CH:54][CH:53]=[CH:52][C:49]=1[C@@H:50]([C:1]1[CH:6]=[CH:5][CH:4]=[CH:3][CH:2]=1)[OH:51]. (5) Reactant: [Cl-].[CH3:2][O:3][CH2:4][P+](C1C=CC=CC=1)(C1C=CC=CC=1)C1C=CC=CC=1.[Li+].C[Si]([N-][Si](C)(C)C)(C)C.[Cl:34][C:35]1[CH:43]=[C:42]2[C:38]([CH:39]=[C:40]([CH:45]=O)[N:41]2[CH3:44])=[CH:37][C:36]=1[C:47]#[N:48]. Product: [Cl:34][C:35]1[CH:43]=[C:42]2[C:38]([CH:39]=[C:40]([CH:45]=[CH:2][O:3][CH3:4])[N:41]2[CH3:44])=[CH:37][C:36]=1[C:47]#[N:48]. The catalyst class is: 1. (6) Reactant: Cl[C:2]1[CH:3]=[CH:4][C:5]([N+:9]([O-:11])=[O:10])=[C:6]([CH:8]=1)[NH2:7].[CH3:12][CH:13]1[O:18][CH2:17][CH2:16][NH:15][CH2:14]1.C(N(CC)CC)C. Product: [CH3:12][CH:13]1[CH2:14][N:15]([C:2]2[CH:3]=[CH:4][C:5]([N+:9]([O-:11])=[O:10])=[C:6]([CH:8]=2)[NH2:7])[CH2:16][CH2:17][O:18]1. The catalyst class is: 37. (7) Product: [Cl:1][C:2]1[CH:7]=[C:6]([Cl:8])[CH:5]=[CH:4][C:3]=1[CH:9]1[CH:18]([C:19]([NH:21][CH2:22][CH2:23][C:24]2[N:29]=[C:28]([O:30][CH2:31][C:32]([OH:34])=[O:33])[CH:27]=[CH:26][CH:25]=2)=[O:20])[C:17]2[C:12](=[CH:13][CH:14]=[CH:15][CH:16]=2)[C:11](=[O:42])[N:10]1[CH:43]1[CH2:48][CH2:47][CH2:46][CH2:45][CH:44]1[NH:49][S:50]([CH3:53])(=[O:51])=[O:52]. Reactant: [Cl:1][C:2]1[CH:7]=[C:6]([Cl:8])[CH:5]=[CH:4][C:3]=1[CH:9]1[CH:18]([C:19]([NH:21][CH2:22][CH2:23][C:24]2[N:29]=[C:28]([O:30][CH2:31][C:32]([O:34]CC3C=CC=CC=3)=[O:33])[CH:27]=[CH:26][CH:25]=2)=[O:20])[C:17]2[C:12](=[CH:13][CH:14]=[CH:15][CH:16]=2)[C:11](=[O:42])[N:10]1[CH:43]1[CH2:48][CH2:47][CH2:46][CH2:45][CH:44]1[NH:49][S:50]([CH3:53])(=[O:52])=[O:51].CN(C=O)C. The catalyst class is: 63.